From a dataset of Reaction yield outcomes from USPTO patents with 853,638 reactions. Predict the reaction yield, written as a fraction of the theoretical maximum amount of product (1.0 means a 100% yield; for example, 0.34 means a 34% yield). The catalyst is C(N(CC)CC)C. The product is [CH3:32][O:18][C:17](=[O:19])[C:16]1[CH:15]=[CH:14][C:13]([C:11]2[N:10]=[C:9]3[C:5]([NH:6][C:7](=[O:30])[N:8]3[C:22]3[CH:27]=[CH:26][CH:25]=[CH:24][C:23]=3[O:28][CH3:29])=[C:4]([C:1](=[O:3])[NH2:2])[N:12]=2)=[CH:21][CH:20]=1. The yield is 0.510. The reactants are [C:1]([C:4]1[N:12]=[C:11]([C:13]2[CH:21]=[CH:20][C:16]([C:17]([OH:19])=[O:18])=[CH:15][CH:14]=2)[N:10]=[C:9]2[C:5]=1[NH:6][C:7](=[O:30])[N:8]2[C:22]1[CH:27]=[CH:26][CH:25]=[CH:24][C:23]=1[O:28][CH3:29])(=[O:3])[NH2:2].N/[C:32](/C#N)=C(\NC(NC1C=CC=CC=1OC)=O)/C#N.C(C1C=CC(C(O)=O)=CC=1)=O.